The task is: Predict the product of the given reaction.. This data is from Forward reaction prediction with 1.9M reactions from USPTO patents (1976-2016). (1) Given the reactants Cl.[NH2:2][CH2:3][C@H:4]1[CH2:9][CH2:8][C@H:7]([C:10]([NH:12][C@@H:13]([CH2:37][C:38]2[CH:43]=[CH:42][C:41]([C:44]3[CH:49]=[CH:48][C:47]([C:50](=[O:59])[NH:51][CH:52]4[CH2:57][CH2:56][N:55]([CH3:58])[CH2:54][CH2:53]4)=[CH:46][C:45]=3[CH3:60])=[CH:40][CH:39]=2)[C:14]([NH:16][C:17]2[CH:22]=[CH:21][C:20]([C:23]3[NH:27][N:26]=[C:25]([C:28]([F:36])([F:35])[C:29]([F:34])([F:33])[C:30]([OH:32])=[O:31])[N:24]=3)=[CH:19][CH:18]=2)=[O:15])=[O:11])[CH2:6][CH2:5]1.[Cl-].C(=O)([O-])O.[Na+], predict the reaction product. The product is: [NH2:2][CH2:3][C@H:4]1[CH2:5][CH2:6][C@H:7]([C:10]([NH:12][C@@H:13]([CH2:37][C:38]2[CH:39]=[CH:40][C:41]([C:44]3[CH:49]=[CH:48][C:47]([C:50](=[O:59])[NH:51][CH:52]4[CH2:53][CH2:54][N:55]([CH3:58])[CH2:56][CH2:57]4)=[CH:46][C:45]=3[CH3:60])=[CH:42][CH:43]=2)[C:14]([NH:16][C:17]2[CH:22]=[CH:21][C:20]([C:23]3[NH:27][N:26]=[C:25]([C:28]([F:36])([F:35])[C:29]([F:33])([F:34])[C:30]([OH:32])=[O:31])[N:24]=3)=[CH:19][CH:18]=2)=[O:15])=[O:11])[CH2:8][CH2:9]1. (2) The product is: [N:9]([CH2:2][CH:3]1[CH2:8][CH2:7][CH2:6][CH2:5][CH2:4]1)=[N+:10]=[N-:11]. Given the reactants Br[CH2:2][CH:3]1[CH2:8][CH2:7][CH2:6][CH2:5][CH2:4]1.[N-:9]=[N+:10]=[N-:11].[Na+], predict the reaction product. (3) Given the reactants [CH3:1][C:2]1([CH3:26])[CH2:7][CH2:6][C:5]([C:8]2[CH:13]=[C:12]([C:14]3([C:20]4[N:21]=[N:22][NH:23][N:24]=4)[CH2:19][CH2:18][O:17][CH2:16][CH2:15]3)[CH:11]=[CH:10][C:9]=2[NH2:25])=[CH:4][CH2:3]1.[K+].[C:28]([C:30]1[N:31]=[C:32]([C:43]([O-])=[O:44])[N:33]([CH2:35][O:36][CH2:37][CH2:38][Si:39]([CH3:42])([CH3:41])[CH3:40])[CH:34]=1)#[N:29].C1CN([P+](Br)(N2CCCC2)N2CCCC2)CC1.F[P-](F)(F)(F)(F)F.CCN(C(C)C)C(C)C, predict the reaction product. The product is: [CH3:1][C:2]1([CH3:26])[CH2:7][CH2:6][C:5]([C:8]2[CH:13]=[C:12]([C:14]3([C:20]4[N:21]=[N:22][NH:23][N:24]=4)[CH2:15][CH2:16][O:17][CH2:18][CH2:19]3)[CH:11]=[CH:10][C:9]=2[NH:25][C:43]([C:32]2[N:33]([CH2:35][O:36][CH2:37][CH2:38][Si:39]([CH3:42])([CH3:41])[CH3:40])[CH:34]=[C:30]([C:28]#[N:29])[N:31]=2)=[O:44])=[CH:4][CH2:3]1. (4) Given the reactants [OH:1][C@@H:2]1[CH2:7][C@:6]2([CH3:17])[C@@H:8]([C:11]3[CH2:15][O:14][C:13](=[O:16])[CH:12]=3)[CH2:9][CH2:10][C@:5]2([OH:18])[CH:4]2[CH2:19][CH2:20][C@@:21]3([OH:34])[C@@:30]4([CH:3]12)[C@H:25]([O:26][C:27]([CH3:32])([CH3:31])[O:28][CH2:29]4)[CH2:24][C@H:23]([OH:33])[CH2:22]3.C(N(C(C)C)CC)(C)C.[CH3:44][O:45][CH2:46]Cl, predict the reaction product. The product is: [OH:34][C@@:21]12[CH2:22][C@@H:23]([O:33][CH2:44][O:45][CH3:46])[CH2:24][C@H:25]3[O:26][C:27]([CH3:31])([CH3:32])[O:28][CH2:29][C@@:30]13[CH:3]1[CH:4]([C@@:5]3([O:18][CH2:25][O:26][CH3:27])[CH2:10][CH2:9][C@H:8]([C:11]4[CH2:15][O:14][C:13](=[O:16])[CH:12]=4)[C@@:6]3([CH3:17])[CH2:7][C@H:2]1[O:1][CH2:13][O:14][CH3:15])[CH2:19][CH2:20]2. (5) The product is: [NH2:24][C:11]1[C:12]([N:17]([CH2:19][CH2:20][N:21]([CH3:23])[CH3:22])[CH3:18])=[CH:13][C:14]([O:15][CH3:16])=[C:9]([NH:8][C:5]2[N:4]=[C:3]([C:25]3[CH:26]=[N:27][N:28]4[CH:33]=[CH:32][CH:31]=[CH:30][C:29]=34)[C:2]([C:34]#[N:35])=[CH:7][N:6]=2)[CH:10]=1. Given the reactants Cl[C:2]1[C:3]([C:25]2[CH:26]=[N:27][N:28]3[CH:33]=[CH:32][CH:31]=[CH:30][C:29]=23)=[N:4][C:5]([NH:8][C:9]2[CH:10]=[C:11]([NH2:24])[C:12]([N:17]([CH2:19][CH2:20][N:21]([CH3:23])[CH3:22])[CH3:18])=[CH:13][C:14]=2[O:15][CH3:16])=[N:6][CH:7]=1.[C:34]([Zn]C#N)#[N:35].C1(P(C2CCCCC2)C2C=CC=CC=2C2C(C(C)C)=CC(C(C)C)=CC=2C(C)C)CCCCC1, predict the reaction product. (6) Given the reactants [CH3:1][NH:2][C:3]1[CH:8]=[CH:7][CH:6]=[CH:5][CH:4]=1.[Cl:9][C:10]1[CH:25]=[CH:24][C:13]([CH2:14][N:15]2[C:20](=[O:21])[CH:19]=[CH:18][C:17]([CH:22]=O)=[CH:16]2)=[CH:12][CH:11]=1.CC(O)=O.[BH-](OC(C)=O)(OC(C)=O)OC(C)=O.[Na+], predict the reaction product. The product is: [Cl:9][C:10]1[CH:25]=[CH:24][C:13]([CH2:14][N:15]2[CH:16]=[C:17]([CH2:22][N:2]([CH3:1])[C:3]3[CH:8]=[CH:7][CH:6]=[CH:5][CH:4]=3)[CH:18]=[CH:19][C:20]2=[O:21])=[CH:12][CH:11]=1. (7) The product is: [Cl:12][C:7]1[CH:6]=[CH:5][C:4]([C:8]2([NH2:11])[CH2:10][CH2:9]2)=[CH:3][CH:2]=1. Given the reactants Cl[C:2]1[CH:3]=[C:4]([C:8]2([NH2:11])[CH2:10][CH2:9]2)[CH:5]=[CH:6][CH:7]=1.[Cl:12]C1C=CC(C#N)=CC=1, predict the reaction product.